This data is from Full USPTO retrosynthesis dataset with 1.9M reactions from patents (1976-2016). The task is: Predict the reactants needed to synthesize the given product. (1) Given the product [C:1]1([C:7]2([C:13]3[CH:18]=[CH:17][CH:16]=[CH:15][CH:14]=3)[CH2:12][CH2:11][CH2:10][N:9]([C:39](=[O:40])[CH2:38][N:21]3[CH2:22][CH2:23][CH2:24][C:25]([C:32]4[CH:37]=[CH:36][CH:35]=[CH:34][CH:33]=4)([C:26]4[CH:31]=[CH:30][CH:29]=[CH:28][CH:27]=4)[C:20]3=[O:19])[CH2:8]2)[CH:2]=[CH:3][CH:4]=[CH:5][CH:6]=1, predict the reactants needed to synthesize it. The reactants are: [C:1]1([C:7]2([C:13]3[CH:18]=[CH:17][CH:16]=[CH:15][CH:14]=3)[CH2:12][CH2:11][CH2:10][NH:9][CH2:8]2)[CH:6]=[CH:5][CH:4]=[CH:3][CH:2]=1.[O:19]=[C:20]1[C:25]([C:32]2[CH:37]=[CH:36][CH:35]=[CH:34][CH:33]=2)([C:26]2[CH:31]=[CH:30][CH:29]=[CH:28][CH:27]=2)[CH2:24][CH2:23][CH2:22][N:21]1[CH2:38][C:39](O)=[O:40].Cl.C(N=C=NCCCN(C)C)C. (2) Given the product [N:16]1([C:12]2[N:11]=[C:10]([C:6]3[CH:5]=[C:4]([CH:9]=[CH:8][CH:7]=3)[NH2:1])[CH:15]=[CH:14][CH:13]=2)[CH2:20][CH2:19][CH2:18][CH2:17]1, predict the reactants needed to synthesize it. The reactants are: [N+:1]([C:4]1[CH:5]=[C:6]([C:10]2[CH:15]=[CH:14][CH:13]=[C:12]([N:16]3[CH2:20][CH2:19][CH2:18][CH2:17]3)[N:11]=2)[CH:7]=[CH:8][CH:9]=1)([O-])=O. (3) Given the product [Br:7][C:8]1[N:9]=[C:10]([CH:13]([C:15]2[CH:24]=[CH:23][C:18]3[N:19]([CH2:25][O:26][CH3:27])[C:20](=[O:22])[S:21][C:17]=3[CH:16]=2)[CH3:14])[S:11][CH:12]=1, predict the reactants needed to synthesize it. The reactants are: C([O-])([O-])=O.[Cs+].[Cs+].[Br:7][C:8]1[N:9]=[C:10]([CH:13]([C:15]2[CH:24]=[CH:23][C:18]3[NH:19][C:20](=[O:22])[S:21][C:17]=3[CH:16]=2)[CH3:14])[S:11][CH:12]=1.[CH3:25][O:26][CH2:27]Cl. (4) Given the product [CH3:15][O:16][C:17]1[CH:22]=[CH:21][CH:20]=[CH:19][C:18]=1[NH:23][C:2]1[CH:7]=[C:6]([CH3:8])[N:5]=[C:4]([C:9]2[CH:14]=[CH:13][CH:12]=[CH:11][N:10]=2)[N:3]=1, predict the reactants needed to synthesize it. The reactants are: Cl[C:2]1[CH:7]=[C:6]([CH3:8])[N:5]=[C:4]([C:9]2[CH:14]=[CH:13][CH:12]=[CH:11][N:10]=2)[N:3]=1.[CH3:15][O:16][C:17]1[C:18]([NH2:23])=[CH:19][CH:20]=[CH:21][CH:22]=1. (5) Given the product [CH3:27][C:24]1([CH3:28])[O:23][C@@H:22](/[CH:21]=[CH:20]/[CH2:19][N:12]2[C:7]3=[C:6]4[C:11](=[CH:10][CH:9]=[CH:8]3)[C:2]([CH3:15])([CH3:1])[CH2:3][CH2:4][N:5]4[C:13]2=[O:14])[CH2:26][O:25]1, predict the reactants needed to synthesize it. The reactants are: [CH3:1][C:2]1([CH3:15])[C:11]2[C:6]3=[C:7]([NH:12][C:13](=[O:14])[N:5]3[CH2:4][CH2:3]1)[CH:8]=[CH:9][CH:10]=2.[H-].[Na+].Br[CH2:19]/[CH:20]=[CH:21]/[C@H:22]1[CH2:26][O:25][C:24]([CH3:28])([CH3:27])[O:23]1.O. (6) The reactants are: C(=O)([O-])[O-].[Zn+2:5].[NH2:6][C@H:7]([C:12]([OH:14])=[O:13])[CH2:8][C:9]([OH:11])=[O:10]. Given the product [Zn:5].[NH2:6][C@H:7]([C:12]([OH:14])=[O:13])[CH2:8][C:9]([OH:11])=[O:10], predict the reactants needed to synthesize it. (7) Given the product [C:13]1([CH:7]2[CH2:6][CH2:5][C:4]3[CH:3]=[C:2]([OH:1])[CH:11]=[CH:10][C:9]=3[CH2:8]2)[CH:18]=[CH:17][CH:16]=[CH:15][CH:14]=1, predict the reactants needed to synthesize it. The reactants are: [OH:1][C:2]1[CH:3]=[C:4]2[C:9](=[CH:10][CH:11]=1)[C:8](=O)[CH:7]([C:13]1[CH:18]=[CH:17][CH:16]=[CH:15][CH:14]=1)[CH2:6][CH2:5]2.C([SiH](CC)CC)C.